From a dataset of Catalyst prediction with 721,799 reactions and 888 catalyst types from USPTO. Predict which catalyst facilitates the given reaction. (1) Reactant: [CH3:1][C:2]1[CH:20]=[CH:19][C:5]([C:6]([NH:8][C:9]2[CH:14]=[CH:13][CH:12]=[C:11]([C:15]([F:18])([F:17])[F:16])[CH:10]=2)=[O:7])=[CH:4][C:3]=1[NH:21][C:22]1[N:27]=[CH:26][N:25]=[C:24]2[NH:28][N:29]=[CH:30][C:23]=12.Br.Br[CH2:33][CH2:34][N:35]([CH2:38][CH3:39])[CH2:36][CH3:37].C(=O)([O-])[O-].[Cs+].[Cs+]. Product: [CH2:34]([N:35]([CH2:38][CH3:39])[CH2:36][CH2:37][N:28]1[C:24]2=[N:25][CH:26]=[N:27][C:22]([NH:21][C:3]3[CH:4]=[C:5]([CH:19]=[CH:20][C:2]=3[CH3:1])[C:6]([NH:8][C:9]3[CH:14]=[CH:13][CH:12]=[C:11]([C:15]([F:18])([F:16])[F:17])[CH:10]=3)=[O:7])=[C:23]2[CH:30]=[N:29]1)[CH3:33]. The catalyst class is: 9. (2) Reactant: [C:1]([O:5][C:6]([N:8]([CH2:38][C:39]#[C:40][C:41]1[S:42][CH:43]=[CH:44][CH:45]=1)[CH2:9][CH2:10][N:11]([CH:35]([CH3:37])[CH3:36])[C:12](=[O:34])[C:13]([N:15]1[CH2:24][CH2:23][C:22]2[C:17](=[CH:18][C:19]([O:27][CH:28]([CH3:30])[CH3:29])=[C:20]([O:25][CH3:26])[CH:21]=2)[CH:16]1C(O)=O)=O)=[O:7])([CH3:4])([CH3:3])[CH3:2].C([O-])(=O)C.[Na+].O. Product: [CH:35]([N:11]1[C:12](=[O:34])[C:13]2[N:15]3[CH2:24][CH2:23][C:22]4[CH:21]=[C:20]([O:25][CH3:26])[C:19]([O:27][CH:28]([CH3:29])[CH3:30])=[CH:18][C:17]=4[C:16]3=[C:40]([C:41]3[S:42][CH:43]=[CH:44][CH:45]=3)[C:39]=2[CH2:38][N:8]([C:6]([O:5][C:1]([CH3:3])([CH3:4])[CH3:2])=[O:7])[CH2:9][CH2:10]1)([CH3:36])[CH3:37]. The catalyst class is: 152. (3) Product: [F:3][C:4]([F:39])([O:28][C:29]1[CH:38]=[CH:37][C:32]([C:33]([OH:35])=[O:34])=[CH:31][CH:30]=1)[CH:5]([F:27])[O:6][C:7]([F:26])([F:25])[C:8]([F:24])([O:13][C:14]([F:22])([F:23])[C:15]([F:21])([F:20])[C:16]([F:18])([F:17])[F:19])[C:9]([F:12])([F:11])[F:10]. Reactant: [OH-].[K+].[F:3][C:4]([F:39])([O:28][C:29]1[CH:38]=[CH:37][C:32]([C:33]([O:35]C)=[O:34])=[CH:31][CH:30]=1)[CH:5]([F:27])[O:6][C:7]([F:26])([F:25])[C:8]([F:24])([O:13][C:14]([F:23])([F:22])[C:15]([F:21])([F:20])[C:16]([F:19])([F:18])[F:17])[C:9]([F:12])([F:11])[F:10].Cl. The catalyst class is: 6. (4) Reactant: [N:1]1([CH2:7][C:8]2[N:13]=[CH:12][C:11]([OH:14])=[CH:10][CH:9]=2)[CH2:6][CH2:5][CH2:4][CH2:3][CH2:2]1.OC1C=[CH:18][C:19]([C:22]([N:24]2[CH2:29][CH2:28][CH2:27][CH2:26][CH2:25]2)=O)=NC=1. Product: [NH3:1].[N:1]1([CH2:7][C:8]2[CH:9]=[CH:10][C:11]([O:14][CH2:18][CH2:19][CH2:22][N:24]3[CH2:29][CH2:28][CH2:27][CH2:26][CH2:25]3)=[CH:12][N:13]=2)[CH2:6][CH2:5][CH2:4][CH2:3][CH2:2]1. The catalyst class is: 1. (5) Reactant: [N+:1]([C:4]1[CH:24]=[CH:23][C:7]([O:8][C:9]2[N:14]=[CH:13][N:12]=[C:11]([NH:15][CH:16]3[CH2:21][CH2:20][CH:19]([OH:22])[CH2:18][CH2:17]3)[CH:10]=2)=[CH:6][CH:5]=1)([O-])=O. Product: [NH2:1][C:4]1[CH:5]=[CH:6][C:7]([O:8][C:9]2[N:14]=[CH:13][N:12]=[C:11]([NH:15][CH:16]3[CH2:17][CH2:18][CH:19]([OH:22])[CH2:20][CH2:21]3)[CH:10]=2)=[CH:23][CH:24]=1. The catalyst class is: 94. (6) Reactant: C(O[C:4](=[O:17])[CH:5]([CH2:14][CH2:15][CH3:16])[C:6](=O)[C:7]1[CH:12]=[CH:11][CH:10]=[CH:9][CH:8]=1)C.[NH:18]([C:20]1[CH:25]=[CH:24][CH:23]=[CH:22][N:21]=1)[NH2:19]. Product: [N:21]1[CH:22]=[CH:23][CH:24]=[CH:25][C:20]=1[N:18]1[C:4]([OH:17])=[C:5]([CH2:14][CH2:15][CH3:16])[C:6]([C:7]2[CH:8]=[CH:9][CH:10]=[CH:11][CH:12]=2)=[N:19]1. The catalyst class is: 8. (7) Reactant: [NH:1]1[CH:5]=[C:4]([CH2:6][CH:7]2[CH2:16][CH2:15][C:14]3[C:9](=[CH:10][CH:11]=[CH:12][CH:13]=3)[C:8]2=[O:17])[N:3]=[CH:2]1.C(N(CC)CC)C.[C:25]1([C:31](Cl)([C:38]2[CH:43]=[CH:42][CH:41]=[CH:40][CH:39]=2)[C:32]2[CH:37]=[CH:36][CH:35]=[CH:34][CH:33]=2)[CH:30]=[CH:29][CH:28]=[CH:27][CH:26]=1. Product: [C:31]([N:1]1[CH:5]=[C:4]([CH2:6][CH:7]2[CH2:16][CH2:15][C:14]3[C:9](=[CH:10][CH:11]=[CH:12][CH:13]=3)[C:8]2=[O:17])[N:3]=[CH:2]1)([C:25]1[CH:30]=[CH:29][CH:28]=[CH:27][CH:26]=1)([C:38]1[CH:39]=[CH:40][CH:41]=[CH:42][CH:43]=1)[C:32]1[CH:33]=[CH:34][CH:35]=[CH:36][CH:37]=1. The catalyst class is: 3. (8) Reactant: [F:1][C:2]1[CH:7]=[CH:6][C:5]([C:8]2[CH:16]=[C:15]3[C:11]([CH2:12][C:13](=[O:17])[NH:14]3)=[CH:10][CH:9]=2)=[CH:4][CH:3]=1.[Cl:18][C:19]1[CH:24]=[CH:23][C:22]([S:25]([C:28]2[C:29]([CH2:36][CH2:37][C:38]([OH:40])=[O:39])=[C:30]([CH:34]=O)[NH:31][C:32]=2[CH3:33])(=[O:27])=[O:26])=[CH:21][CH:20]=1.N1CCCCC1. Product: [Cl:18][C:19]1[CH:20]=[CH:21][C:22]([S:25]([C:28]2[C:29]([CH2:36][CH2:37][C:38]([OH:40])=[O:39])=[C:30](/[CH:34]=[C:12]3\[C:13](=[O:17])[NH:14][C:15]4[C:11]\3=[CH:10][CH:9]=[C:8]([C:5]3[CH:4]=[CH:3][C:2]([F:1])=[CH:7][CH:6]=3)[CH:16]=4)[NH:31][C:32]=2[CH3:33])(=[O:26])=[O:27])=[CH:23][CH:24]=1. The catalyst class is: 8.